Dataset: NCI-60 drug combinations with 297,098 pairs across 59 cell lines. Task: Regression. Given two drug SMILES strings and cell line genomic features, predict the synergy score measuring deviation from expected non-interaction effect. (1) Drug 1: CCC1(CC2CC(C3=C(CCN(C2)C1)C4=CC=CC=C4N3)(C5=C(C=C6C(=C5)C78CCN9C7C(C=CC9)(C(C(C8N6C)(C(=O)OC)O)OC(=O)C)CC)OC)C(=O)OC)O.OS(=O)(=O)O. Drug 2: CS(=O)(=O)OCCCCOS(=O)(=O)C. Cell line: OVCAR-5. Synergy scores: CSS=16.6, Synergy_ZIP=-4.61, Synergy_Bliss=0.619, Synergy_Loewe=4.77, Synergy_HSA=3.73. (2) Drug 1: CC1=C(C=C(C=C1)NC2=NC=CC(=N2)N(C)C3=CC4=NN(C(=C4C=C3)C)C)S(=O)(=O)N.Cl. Drug 2: CN(C)C1=NC(=NC(=N1)N(C)C)N(C)C. Cell line: MOLT-4. Synergy scores: CSS=5.93, Synergy_ZIP=0.780, Synergy_Bliss=4.82, Synergy_Loewe=-4.22, Synergy_HSA=0.190. (3) Drug 1: C1=CC(=CC=C1CCCC(=O)O)N(CCCl)CCCl. Drug 2: CCC(=C(C1=CC=CC=C1)C2=CC=C(C=C2)OCCN(C)C)C3=CC=CC=C3.C(C(=O)O)C(CC(=O)O)(C(=O)O)O. Cell line: K-562. Synergy scores: CSS=5.33, Synergy_ZIP=-6.80, Synergy_Bliss=-0.622, Synergy_Loewe=-3.70, Synergy_HSA=-2.65. (4) Drug 1: CS(=O)(=O)OCCCCOS(=O)(=O)C. Drug 2: CC(C)NC(=O)C1=CC=C(C=C1)CNNC.Cl. Cell line: SW-620. Synergy scores: CSS=23.1, Synergy_ZIP=1.89, Synergy_Bliss=6.33, Synergy_Loewe=4.73, Synergy_HSA=4.75.